From a dataset of Full USPTO retrosynthesis dataset with 1.9M reactions from patents (1976-2016). Predict the reactants needed to synthesize the given product. (1) Given the product [CH2:27]([O:29][C:30]([C:32]1([C:35]2[CH:40]=[CH:39][C:38]([C:2]3[CH:7]=[CH:6][C:5]([C:8]4[O:12][N:11]=[C:10]([CH3:13])[C:9]=4[NH:14][CH:15]([CH3:26])[CH2:16][CH2:17][C:18]4[C:23]([F:24])=[CH:22][CH:21]=[CH:20][C:19]=4[Cl:25])=[CH:4][CH:3]=3)=[CH:37][CH:36]=2)[CH2:33][CH2:34]1)=[O:31])[CH3:28], predict the reactants needed to synthesize it. The reactants are: Br[C:2]1[CH:7]=[CH:6][C:5]([C:8]2[O:12][N:11]=[C:10]([CH3:13])[C:9]=2[NH:14][CH:15]([CH3:26])[CH2:16][CH2:17][C:18]2[C:23]([F:24])=[CH:22][CH:21]=[CH:20][C:19]=2[Cl:25])=[CH:4][CH:3]=1.[CH2:27]([O:29][C:30]([C:32]1([C:35]2[CH:40]=[CH:39][C:38](B3OC(C)(C)C(C)(C)O3)=[CH:37][CH:36]=2)[CH2:34][CH2:33]1)=[O:31])[CH3:28]. (2) Given the product [Br:1][C:2]1[CH:10]=[CH:9][C:5]([C:6]([NH:32][C:28]2[CH:27]=[C:26]([C:25]([F:33])([F:24])[F:34])[CH:31]=[CH:30][N:29]=2)=[O:8])=[CH:4][C:3]=1[O:11][CH:12]1[CH2:14][CH2:13]1, predict the reactants needed to synthesize it. The reactants are: [Br:1][C:2]1[CH:10]=[CH:9][C:5]([C:6]([OH:8])=O)=[CH:4][C:3]=1[O:11][CH:12]1[CH2:14][CH2:13]1.CN(C=O)C.S(Cl)(Cl)=O.[F:24][C:25]([F:34])([F:33])[C:26]1[CH:31]=[CH:30][N:29]=[C:28]([NH2:32])[CH:27]=1. (3) Given the product [N:33]1([S:37]([NH:40][C:24](=[O:26])[C:23]2[CH:27]=[C:28]([CH:29]3[CH2:30][CH2:31]3)[C:20]([O:19][CH2:18][CH:16]3[CH2:15][N:14]([CH:1]([C:2]4[CH:3]=[CH:4][CH:5]=[CH:6][CH:7]=4)[C:8]4[CH:9]=[CH:10][CH:11]=[CH:12][CH:13]=4)[CH2:17]3)=[CH:21][C:22]=2[F:32])(=[O:39])=[O:38])[CH2:36][CH2:35][CH2:34]1, predict the reactants needed to synthesize it. The reactants are: [CH:1]([N:14]1[CH2:17][CH:16]([CH2:18][O:19][C:20]2[C:28]([CH:29]3[CH2:31][CH2:30]3)=[CH:27][C:23]([C:24]([OH:26])=O)=[C:22]([F:32])[CH:21]=2)[CH2:15]1)([C:8]1[CH:13]=[CH:12][CH:11]=[CH:10][CH:9]=1)[C:2]1[CH:7]=[CH:6][CH:5]=[CH:4][CH:3]=1.[N:33]1([S:37]([NH2:40])(=[O:39])=[O:38])[CH2:36][CH2:35][CH2:34]1. (4) Given the product [O:26]=[C:24]1[CH2:23][N:16]([C:17]2[CH:18]=[CH:19][CH:20]=[CH:21][CH:22]=2)[C:4]2[N:3]=[C:2]([C:34]3[CH:36]=[CH:30][N:31]=[CH:32][CH:33]=3)[N:7]=[C:6]([C:8]([NH2:51])=[O:10])[C:5]=2[NH:13]1, predict the reactants needed to synthesize it. The reactants are: Cl[C:2]1[N:7]=[C:6]([C:8]([O:10]CC)=O)[C:5]([N+:13]([O-])=O)=[C:4]([N:16]([CH2:23][C:24]([O:26]CC)=O)[C:17]2[CH:22]=[CH:21][CH:20]=[CH:19][CH:18]=2)[N:3]=1.Cl[C:30]1N=[C:34]([C:36](OCC)=O)[C:33]([N+]([O-])=O)=[C:32](Cl)[N:31]=1.C1([NH:51]CC(OCC)=O)C=CC=CC=1.C(N(C(C)C)CC)(C)C.C(=O)(O)[O-].[Na+]. (5) Given the product [CH:16]1([CH2:19][C@H:20]([NH:27][C:12]([C:10]2[CH:9]=[CH:8][C:7]([CH3:15])=[C:6]([O:5][CH2:4][CH:1]3[CH2:2][CH2:3]3)[N:11]=2)=[O:14])[C:21]2[N:25]=[C:24]([CH3:26])[O:23][N:22]=2)[CH2:18][CH2:17]1, predict the reactants needed to synthesize it. The reactants are: [CH:1]1([CH2:4][O:5][C:6]2[N:11]=[C:10]([C:12]([OH:14])=O)[CH:9]=[CH:8][C:7]=2[CH3:15])[CH2:3][CH2:2]1.[CH:16]1([CH2:19][C@H:20]([NH2:27])[C:21]2[N:25]=[C:24]([CH3:26])[O:23][N:22]=2)[CH2:18][CH2:17]1. (6) Given the product [CH3:30][C:24]1[CH:25]=[CH:26][C:27]([CH3:29])=[CH:28][C:23]=1[N:15]([CH3:14])[C:16]1[CH:21]=[CH:20][CH:19]=[CH:18][CH:17]=1, predict the reactants needed to synthesize it. The reactants are: CC([O-])(C)C.[Na+].C1(C)C=CC=CC=1.[CH3:14][NH:15][C:16]1[CH:21]=[CH:20][CH:19]=[CH:18][CH:17]=1.Cl[C:23]1[CH:28]=[C:27]([CH3:29])[CH:26]=[CH:25][C:24]=1[CH3:30]. (7) Given the product [CH2:26]([N:22]1[CH:21]=[C:20]2[C:24]([CH:25]=[C:17]([C:9]3[CH:8]=[C:7]([CH2:6][CH:4]4[CH2:5][N:2]([S:34]([CH3:33])(=[O:36])=[O:35])[CH2:3]4)[N:15]4[C:10]=3[C:11]([NH2:16])=[N:12][CH:13]=[N:14]4)[CH:18]=[CH:19]2)=[N:23]1)[C:27]1[CH:32]=[CH:31][CH:30]=[CH:29][CH:28]=1, predict the reactants needed to synthesize it. The reactants are: Cl.[NH:2]1[CH2:5][CH:4]([CH2:6][C:7]2[N:15]3[C:10]([C:11]([NH2:16])=[N:12][CH:13]=[N:14]3)=[C:9]([C:17]3[CH:18]=[CH:19][C:20]4[C:24]([CH:25]=3)=[N:23][N:22]([CH2:26][C:27]3[CH:32]=[CH:31][CH:30]=[CH:29][CH:28]=3)[CH:21]=4)[CH:8]=2)[CH2:3]1.[CH3:33][S:34](Cl)(=[O:36])=[O:35].C(N(CC)C(C)C)(C)C.